From a dataset of Catalyst prediction with 721,799 reactions and 888 catalyst types from USPTO. Predict which catalyst facilitates the given reaction. (1) Reactant: [CH3:1][O:2][C:3]1[N:8]=[CH:7][C:6]([C:9]2[CH:10]=[C:11]3[C:15](=[CH:16][CH:17]=2)[NH:14][C:13](=[O:18])[CH2:12]3)=[C:5]([CH3:19])[CH:4]=1.[H-].[Na+].C1C=CC(N([S:29]([C:32]([F:35])([F:34])[F:33])(=[O:31])=[O:30])[S:29]([C:32]([F:35])([F:34])[F:33])(=[O:31])=[O:30])=CC=1. Product: [F:33][C:32]([F:35])([F:34])[S:29]([O:18][C:13]1[N:14]([S:29]([C:32]([F:33])([F:34])[F:35])(=[O:30])=[O:31])[C:15]2[C:11]([CH:12]=1)=[CH:10][C:9]([C:6]1[CH:7]=[N:8][C:3]([O:2][CH3:1])=[CH:4][C:5]=1[CH3:19])=[CH:17][CH:16]=2)(=[O:31])=[O:30]. The catalyst class is: 3. (2) Reactant: [Cl:1][C:2]1[N:7]=[C:6]([C:8]#[C:9][C:10]([CH3:13])([CH3:12])[CH3:11])[C:5]([NH2:14])=[CH:4][CH:3]=1.N1C=CC=CC=1.[C:21](Cl)(=[O:25])[CH2:22][CH2:23][CH3:24].O. Product: [Cl:1][C:2]1[N:7]=[C:6]([C:8]#[C:9][C:10]([CH3:11])([CH3:13])[CH3:12])[C:5]([NH:14][C:21](=[O:25])[CH2:22][CH2:23][CH3:24])=[CH:4][CH:3]=1. The catalyst class is: 2. (3) The catalyst class is: 94. Product: [CH2:2]([CH:4]1[NH:9][CH:8]([C:10]2[CH:15]=[CH:14][CH:13]=[CH:12][CH:11]=2)[CH:7]([NH2:16])[CH2:6][CH2:5]1)[CH3:3]. Reactant: Br.[CH2:2]([C@@H:4]1[NH:9][C@@H:8]([C:10]2[CH:15]=[CH:14][CH:13]=[CH:12][CH:11]=2)[C@@H:7]([N+:16]([O-])=O)[CH2:6][CH2:5]1)[CH3:3].